Dataset: Peptide-MHC class I binding affinity with 185,985 pairs from IEDB/IMGT. Task: Regression. Given a peptide amino acid sequence and an MHC pseudo amino acid sequence, predict their binding affinity value. This is MHC class I binding data. (1) The peptide sequence is KSLFNTIAVL. The MHC is HLA-A02:01 with pseudo-sequence HLA-A02:01. The binding affinity (normalized) is 0.340. (2) The peptide sequence is KAYKIISLK. The MHC is HLA-A02:19 with pseudo-sequence HLA-A02:19. The binding affinity (normalized) is 0.0847. (3) The peptide sequence is LVGPTPVNI. The MHC is HLA-B27:05 with pseudo-sequence HLA-B27:05. The binding affinity (normalized) is 0.